Predict which catalyst facilitates the given reaction. From a dataset of Catalyst prediction with 721,799 reactions and 888 catalyst types from USPTO. (1) Reactant: C([O:3][C:4]([C:6]1([S:20]([C:23]2[CH:28]=[CH:27][C:26]([O:29][CH2:30][C:31]#[C:32][CH3:33])=[CH:25][CH:24]=2)(=[O:22])=[O:21])[CH2:11][CH2:10][N:9]([CH2:12][C:13]2[CH:18]=[CH:17][C:16]([Br:19])=[CH:15][CH:14]=2)[CH2:8][CH2:7]1)=[O:5])C.CO.[OH-].[Na+]. Product: [Br:19][C:16]1[CH:15]=[CH:14][C:13]([CH2:12][N:9]2[CH2:10][CH2:11][C:6]([S:20]([C:23]3[CH:24]=[CH:25][C:26]([O:29][CH2:30][C:31]#[C:32][CH3:33])=[CH:27][CH:28]=3)(=[O:22])=[O:21])([C:4]([OH:5])=[O:3])[CH2:7][CH2:8]2)=[CH:18][CH:17]=1. The catalyst class is: 1. (2) Reactant: Cl[C:2]1[C:11]([C:12]#[N:13])=[C:10]2[C:5]([CH2:6][CH:7]([C:18]3[CH:23]=[CH:22][C:21]([Cl:24])=[C:20]([Cl:25])[CH:19]=3)[C:8]3[CH:17]=[CH:16][CH:15]=[CH:14][C:9]=32)=[CH:4][N:3]=1.[CH3:26][N:27]1[CH2:31][CH2:30][CH2:29][CH:28]1[CH2:32][CH2:33][NH2:34]. Product: [Cl:25][C:20]1[CH:19]=[C:18]([CH:7]2[CH2:6][C:5]3[C:10](=[C:11]([C:12]#[N:13])[C:2]([NH:34][CH2:33][CH2:32][CH:28]4[CH2:29][CH2:30][CH2:31][N:27]4[CH3:26])=[N:3][CH:4]=3)[C:9]3[CH:14]=[CH:15][CH:16]=[CH:17][C:8]2=3)[CH:23]=[CH:22][C:21]=1[Cl:24]. The catalyst class is: 9. (3) Reactant: [NH:1]1[C:6]2[CH:7]=[CH:8][S:9][C:5]=2[C:4](=[O:10])[NH:3][C:2]1=[O:11].[Br:12]Br. The catalyst class is: 52. Product: [Br:12][C:7]1[C:6]2[NH:1][C:2](=[O:11])[NH:3][C:4](=[O:10])[C:5]=2[S:9][CH:8]=1.